Dataset: Full USPTO retrosynthesis dataset with 1.9M reactions from patents (1976-2016). Task: Predict the reactants needed to synthesize the given product. Given the product [N:24]1[CH:25]=[CH:26][CH:27]=[CH:28][C:23]=1[CH2:22][O:21][C:12]1[CH:13]=[C:14]2[C:9](=[CH:10][CH:11]=1)[N:8]([CH2:29][C:30]1[CH:31]=[CH:32][C:33]([C:36]3[CH:37]=[CH:38][C:39]([O:42][CH3:43])=[N:40][CH:41]=3)=[CH:34][CH:35]=1)[C:7]([CH2:6][C:5]([CH3:45])([CH3:44])[C:4]([OH:46])=[O:3])=[C:15]2[S:16][C:17]([CH3:20])([CH3:19])[CH3:18], predict the reactants needed to synthesize it. The reactants are: C([O:3][C:4](=[O:46])[C:5]([CH3:45])([CH3:44])[CH2:6][C:7]1[N:8]([CH2:29][C:30]2[CH:35]=[CH:34][C:33]([C:36]3[CH:37]=[CH:38][C:39]([O:42][CH3:43])=[N:40][CH:41]=3)=[CH:32][CH:31]=2)[C:9]2[C:14]([C:15]=1[S:16][C:17]([CH3:20])([CH3:19])[CH3:18])=[CH:13][C:12]([O:21][CH2:22][C:23]1[CH:28]=[CH:27][CH:26]=[CH:25][N:24]=1)=[CH:11][CH:10]=2)C.O[Li].O.